From a dataset of Peptide-MHC class I binding affinity with 185,985 pairs from IEDB/IMGT. Regression. Given a peptide amino acid sequence and an MHC pseudo amino acid sequence, predict their binding affinity value. This is MHC class I binding data. (1) The peptide sequence is ELPDGQVITI. The MHC is HLA-A02:02 with pseudo-sequence HLA-A02:02. The binding affinity (normalized) is 0.543. (2) The peptide sequence is RILQRALFM. The MHC is Mamu-A02 with pseudo-sequence Mamu-A02. The binding affinity (normalized) is 0.531. (3) The peptide sequence is RRKAKIIKD. The MHC is HLA-B27:05 with pseudo-sequence HLA-B27:05. The binding affinity (normalized) is 0.397. (4) The peptide sequence is PTDTPLDLA. The MHC is Mamu-A02 with pseudo-sequence Mamu-A02. The binding affinity (normalized) is 0. (5) The peptide sequence is ISPRTLNAW. The MHC is HLA-B53:01 with pseudo-sequence HLA-B53:01. The binding affinity (normalized) is 0. (6) The peptide sequence is APEEKYLSM. The MHC is HLA-A01:01 with pseudo-sequence HLA-A01:01. The binding affinity (normalized) is 0.0847. (7) The peptide sequence is SMLNKVKSL. The MHC is H-2-Db with pseudo-sequence H-2-Db. The binding affinity (normalized) is 0.